From a dataset of Peptide-MHC class I binding affinity with 185,985 pairs from IEDB/IMGT. Regression. Given a peptide amino acid sequence and an MHC pseudo amino acid sequence, predict their binding affinity value. This is MHC class I binding data. (1) The peptide sequence is SIYEVGIVL. The MHC is HLA-A02:03 with pseudo-sequence HLA-A02:03. The binding affinity (normalized) is 0.0847. (2) The MHC is HLA-A32:01 with pseudo-sequence HLA-A32:01. The peptide sequence is RCWLTKNGSY. The binding affinity (normalized) is 0.